From a dataset of Tyrosyl-DNA phosphodiesterase HTS with 341,365 compounds. Binary Classification. Given a drug SMILES string, predict its activity (active/inactive) in a high-throughput screening assay against a specified biological target. (1) The drug is Clc1ccc(c2oc(N3CCOCC3)nn2)cc1. The result is 0 (inactive). (2) The drug is Brc1cc(/C=C(/NC(=O)c2occc2)C(=O)NC(Cc2ccccc2)C(O)=O)ccc1. The result is 0 (inactive). (3) The compound is O(c1ccc(C(NC(=O)c2c(OC)ccc(OC)c2)c2ccccc2)cc1)C. The result is 0 (inactive). (4) The molecule is S(=O)(=O)(NCC(=O)N(C(C(C)C)C(=O)NC1CCCC1)CC1OCCC1)c1ccccc1. The result is 0 (inactive). (5) The drug is Clc1c(CNC(=O)c2cc(NC(=O)C)c(Sc3ccc(F)cc3)cc2)cccc1. The result is 0 (inactive). (6) The molecule is o1c(N(C)C)c(nc1c1ccccc1)C(OCC)=O. The result is 0 (inactive).